Dataset: CYP2C9 inhibition data for predicting drug metabolism from PubChem BioAssay. Task: Regression/Classification. Given a drug SMILES string, predict its absorption, distribution, metabolism, or excretion properties. Task type varies by dataset: regression for continuous measurements (e.g., permeability, clearance, half-life) or binary classification for categorical outcomes (e.g., BBB penetration, CYP inhibition). Dataset: cyp2c9_veith. (1) The compound is CC1CN/C(=C\C(=O)c2ccccc2)C(=O)N1. The result is 0 (non-inhibitor). (2) The molecule is CCOC(=O)C1=C(c2ccccc2)N=c2s/c(=C\c3cccc(O)c3)c(=O)n2C1c1cccs1. The result is 0 (non-inhibitor). (3) The compound is COC(=O)[C@@H]1[C@@H](O)[C@@]2(O)c3c(OC)cc(OC)cc3O[C@@]2(c2ccc(OC)cc2)[C@H]1c1ccccc1. The result is 0 (non-inhibitor). (4) The compound is CC(C)=CCC/C(C)=C/CO/N=C1/C[C@@H](O)[C@@H](O)[C@H]2[C@@H]1CC[C@@H]1C(=O)N([C@@H](C)c3ccccc3)C(=O)[C@H]12. The result is 0 (non-inhibitor).